From a dataset of TCR-epitope binding with 47,182 pairs between 192 epitopes and 23,139 TCRs. Binary Classification. Given a T-cell receptor sequence (or CDR3 region) and an epitope sequence, predict whether binding occurs between them. (1) The epitope is MPASWVMRI. The TCR CDR3 sequence is CASSLLSEAFF. Result: 1 (the TCR binds to the epitope). (2) The epitope is VTEHDTLLY. The TCR CDR3 sequence is CASSFPGYGLNTEAFF. Result: 0 (the TCR does not bind to the epitope).